From a dataset of Peptide-MHC class II binding affinity with 134,281 pairs from IEDB. Regression. Given a peptide amino acid sequence and an MHC pseudo amino acid sequence, predict their binding affinity value. This is MHC class II binding data. (1) The peptide sequence is IQGNVTSIHSLLDEG. The MHC is DRB1_0301 with pseudo-sequence DRB1_0301. The binding affinity (normalized) is 0.186. (2) The peptide sequence is QWKTANEAVQDPKFW. The MHC is DRB3_0101 with pseudo-sequence DRB3_0101. The binding affinity (normalized) is 0.278. (3) The peptide sequence is EELRSLYNTVATLYCVH. The MHC is HLA-DQA10401-DQB10402 with pseudo-sequence HLA-DQA10401-DQB10402. The binding affinity (normalized) is 0.0694.